Task: Predict the product of the given reaction.. Dataset: Forward reaction prediction with 1.9M reactions from USPTO patents (1976-2016) (1) Given the reactants C([O:5][C:6](=[O:18])[CH2:7][O:8][C:9]1[CH:14]=[CH:13][C:12]([Cl:15])=[CH:11][C:10]=1[C:16]#[CH:17])(C)(C)C.Br[C:20]1[CH:21]=[N:22][CH:23]=[CH:24][CH:25]=1, predict the reaction product. The product is: [Cl:15][C:12]1[CH:13]=[CH:14][C:9]([O:8][CH2:7][C:6]([OH:5])=[O:18])=[C:10]([C:16]#[C:17][C:20]2[CH:21]=[N:22][CH:23]=[CH:24][CH:25]=2)[CH:11]=1. (2) Given the reactants [NH2:1][C:2]1[CH:7]=[CH:6][N:5]=[C:4]([Br:8])[C:3]=1[OH:9].CCO[C:13]([S-])=[S:14].[K+], predict the reaction product. The product is: [Br:8][C:4]1[C:3]2[O:9][C:13]([SH:14])=[N:1][C:2]=2[CH:7]=[CH:6][N:5]=1. (3) Given the reactants [C:1]([O:5][C:6](=[O:23])[NH:7][CH:8]([C:21]#[N:22])[C:9]1[CH:14]=[CH:13][C:12]([O:15][C:16]([F:19])([F:18])[F:17])=[C:11]([F:20])[CH:10]=1)([CH3:4])([CH3:3])[CH3:2].C(=O)([O-])[O-:25].[K+].[K+].CS(C)=O.OO, predict the reaction product. The product is: [C:1]([O:5][C:6](=[O:23])[NH:7][CH:8]([C:9]1[CH:14]=[CH:13][C:12]([O:15][C:16]([F:19])([F:18])[F:17])=[C:11]([F:20])[CH:10]=1)[C:21]([NH2:22])=[O:25])([CH3:4])([CH3:2])[CH3:3]. (4) Given the reactants C[O:2][C:3]([C:5]1([CH2:10][CH2:11][CH2:12][CH2:13][S:14]([CH3:17])(=[O:16])=[O:15])[CH2:9][CH2:8][CH2:7][CH2:6]1)=[O:4].[OH-].[Na+], predict the reaction product. The product is: [CH3:17][S:14]([CH2:13][CH2:12][CH2:11][CH2:10][C:5]1([C:3]([OH:4])=[O:2])[CH2:9][CH2:8][CH2:7][CH2:6]1)(=[O:15])=[O:16]. (5) Given the reactants [OH:1][CH2:2][CH:3]1[CH2:6][N:5]([C:7]([O:9][C:10]([CH3:13])([CH3:12])[CH3:11])=[O:8])[CH2:4]1.C1(P(C2C=CC=CC=2)C2C=CC=CC=2)C=CC=CC=1.N(C(OCC)=O)=NC(OCC)=O.[CH3:45][N:46]1[CH:50]=[CH:49][C:48]([NH:51][C:52]2[C:61]3[C:56](=[CH:57][CH:58]=[C:59]([O:62][C:63]4[N:68]=[CH:67][C:66](O)=[CH:65][CH:64]=4)[CH:60]=3)[N:55]=[CH:54][N:53]=2)=[N:47]1, predict the reaction product. The product is: [CH3:45][N:46]1[CH:50]=[CH:49][C:48]([NH:51][C:52]2[C:61]3[C:56](=[CH:57][CH:58]=[C:59]([O:62][C:63]4[N:68]=[CH:67][C:66]([O:1][CH2:2][CH:3]5[CH2:6][N:5]([C:7]([O:9][C:10]([CH3:13])([CH3:12])[CH3:11])=[O:8])[CH2:4]5)=[CH:65][CH:64]=4)[CH:60]=3)[N:55]=[CH:54][N:53]=2)=[N:47]1. (6) Given the reactants [C:1]([C:4]1[C:9]([C:10]2[CH:15]=[CH:14][CH:13]=[CH:12][CH:11]=2)=[N:8][N:7]([CH2:16][C:17]2[CH:22]=[CH:21][CH:20]=[CH:19][CH:18]=2)[C:6](=[O:23])[CH:5]=1)(=[O:3])[CH3:2].[BH4-].[Na+].O, predict the reaction product. The product is: [CH2:16]([N:7]1[C:6](=[O:23])[CH:5]=[C:4]([CH:1]([OH:3])[CH3:2])[C:9]([C:10]2[CH:15]=[CH:14][CH:13]=[CH:12][CH:11]=2)=[N:8]1)[C:17]1[CH:18]=[CH:19][CH:20]=[CH:21][CH:22]=1. (7) Given the reactants C([O:3][C:4](=[O:19])[CH:5]([O:16][CH2:17][CH3:18])[CH2:6][C:7]1[CH:8]=[C:9]2[C:13](=[CH:14][CH:15]=1)[NH:12][CH:11]=[CH:10]2)C.Cl[CH2:21][C:22]1[N:23]=[C:24]([C:28]2[CH:33]=[CH:32][C:31]([F:34])=[CH:30][CH:29]=2)[O:25][C:26]=1[CH3:27], predict the reaction product. The product is: [CH2:17]([O:16][CH:5]([CH2:6][C:7]1[CH:8]=[C:9]2[C:13](=[CH:14][CH:15]=1)[N:12]([CH2:21][C:22]1[N:23]=[C:24]([C:28]3[CH:33]=[CH:32][C:31]([F:34])=[CH:30][CH:29]=3)[O:25][C:26]=1[CH3:27])[CH:11]=[CH:10]2)[C:4]([OH:3])=[O:19])[CH3:18]. (8) Given the reactants [CH2:1]1[CH:6]2[CH2:7][C:8]3([NH2:11])[CH2:10][CH:4]([CH2:5]2)[CH2:3][CH:2]1[CH2:9]3.Cl[CH2:13][C:14]1[N:18]=[C:17]([C:19]2[CH:24]=[CH:23][C:22]([O:25][CH3:26])=[CH:21][CH:20]=2)[O:16][N:15]=1, predict the reaction product. The product is: [CH3:26][O:25][C:22]1[CH:21]=[CH:20][C:19]([C:17]2[O:16][N:15]=[C:14]([CH2:13][NH:11][C:8]34[CH2:10][CH:4]5[CH2:5][CH:6]([CH2:1][CH:2]([CH2:3]5)[CH2:9]3)[CH2:7]4)[N:18]=2)=[CH:24][CH:23]=1. (9) Given the reactants [CH3:1][S:2][CH2:3][CH2:4][CH2:5][OH:6].C(N(CC)CC)C.CN(C)CCCCCCN(C)C.[C:26]1([CH3:36])[CH:31]=[CH:30][C:29]([S:32](Cl)(=[O:34])=[O:33])=[CH:28][CH:27]=1, predict the reaction product. The product is: [CH3:36][C:26]1[CH:31]=[CH:30][C:29]([S:32]([O:6][CH2:5][CH2:4][CH2:3][S:2][CH3:1])(=[O:34])=[O:33])=[CH:28][CH:27]=1. (10) Given the reactants Cl[C:2]1[C:11]2[C:6](=[CH:7][C:8]([O:14][CH3:15])=[C:9]([O:12][CH3:13])[CH:10]=2)[N:5]=[CH:4][CH:3]=1.[F:16][C:17]1[CH:18]=[C:19]([C:24]2[C:25](=[O:38])[N:26]([CH2:30][C:31]3[CH:36]=[CH:35][C:34]([CH3:37])=[CH:33][CH:32]=3)[CH:27]=[N:28][CH:29]=2)[CH:20]=[CH:21][C:22]=1[OH:23], predict the reaction product. The product is: [CH3:13][O:12][C:9]1[CH:10]=[C:11]2[C:6](=[CH:7][C:8]=1[O:14][CH3:15])[N:5]=[CH:4][CH:3]=[C:2]2[O:23][C:22]1[CH:21]=[CH:20][C:19]([C:24]2[C:25](=[O:38])[N:26]([CH2:30][C:31]3[CH:36]=[CH:35][C:34]([CH3:37])=[CH:33][CH:32]=3)[CH:27]=[N:28][CH:29]=2)=[CH:18][C:17]=1[F:16].